Dataset: Experimentally validated miRNA-target interactions with 360,000+ pairs, plus equal number of negative samples. Task: Binary Classification. Given a miRNA mature sequence and a target amino acid sequence, predict their likelihood of interaction. (1) The miRNA is mmu-miR-6927-3p with sequence CCUGAGCUGGCUCCCCUGCAG. The protein sequence of the target gene is MDASEEPLPPVIYTMENKPIVTCAGDQNLFTSVYPTLSQQLPREPMEWRRSYGRAPKMIHLESNFVQFKEELLPKEGNKALLTFPFLHIYWTECCDTEVYKATVKDDLTKWQNVLKAHSSVDWLIVIVENDAKKKNKTNILPRTSIVDKIRNDFCNKQSDRCVVLSDPLKDSSRTQESWNAFLTKLRTLLLMSFTKNLGKFEDDMRTLREKRTEPGWSFCEYFMVQEELAFVFEMLQQFEDALVQYDELDALFSQYVVNFGAGDGANWLTFFCQPVKSWNGLILRKPIDMEKRESIQRRE.... Result: 0 (no interaction). (2) The miRNA is hsa-miR-19a-5p with sequence AGUUUUGCAUAGUUGCACUACA. The protein sequence of the target gene is MKLGKVELCHFLQLIALFLCFSGMSQAELPRSRSKPYFQSGRSRTKRSWVWNQFFVLEEYMGSDPLYVGKLHSDVDKGDGSIKYILSGEGASSIFIIDENTGDIHATKRLDREEQAYYTLRAQALDRLTNKPVEPESEFVIKIQDINDNEPKFLDGPYTAGVPEMSPVGTSVVQVTATDADDPTYGNSARVVYSILQGQPYFSVEPKTGVIKTALPNMDREAKDQYLLVIQAKDMVGQNGGLSGTTSVTVTLTDVNDNPPRFPRRSYQYNVPESLPVASVVARIKAADADIGVNAEMEYK.... Result: 0 (no interaction). (3) The miRNA is hsa-miR-3666 with sequence CAGUGCAAGUGUAGAUGCCGA. The protein sequence of the target gene is MDVVEVAGSWWAQEREDIIMKYEKGHRAGLPEDKGPKPFRSYNNNVDHLGIVHETELPPLTAREAKQIRREISRKSKWVDMLGDWEKYKSSRKLIDRAYKGMPMNIRGPMWSVLLNTEEMKLKNPGRYQIMKEKGKRSSEHIQRIDRDVSGTLRKHIFFRDRYGTKQRELLHILLAYEEYNPEVGYCRDLSHIAALFLLYLPEEDAFWALVQLLASERHSLQGFHSPNGGTVQGLQDQQEHVVATSQPKTMGHQDKKDLCGQCSPLGCLIRILIDGISLGLTLRLWDVYLVEGEQALMPI.... Result: 0 (no interaction). (4) The miRNA is hsa-miR-1227-5p with sequence GUGGGGCCAGGCGGUGG. The protein sequence of the target gene is MEHFDASLSTYFKALLGPRDTRVKGWFLLDNYIPTFICSVIYLLIVWLGPKYMRNKQPFSCRGILVVYNLGLTLLSLYMFCELVTGVWEGKYNFFCQGTRTAGESDMKIIRVLWWYYFSKLIEFMDTFFFILRKNNHQITVLHVYHHASMLNIWWFVMNWVPCGHSYFGATLNSFIHVLMYSYYGLSSVPSMRPYLWWKKYITQGQLLQFVLTIIQTSCGVIWPCTFPLGWLYFQIGYMISLIALFTNFYIQTYNKKGASRRKDHLKDHQNGSMAAVNGHTNSFSPLENNVKPRKLRKD. Result: 1 (interaction).